This data is from Full USPTO retrosynthesis dataset with 1.9M reactions from patents (1976-2016). The task is: Predict the reactants needed to synthesize the given product. Given the product [ClH:29].[ClH:29].[N:14]1([C:13]2[C:8]([N:5]3[CH2:4][CH2:3][CH:2]([OH:1])[CH2:7][CH2:6]3)=[N:9][CH:10]=[CH:11][CH:12]=2)[CH2:15][CH2:16][NH:17][CH2:18][CH2:19]1, predict the reactants needed to synthesize it. The reactants are: [OH:1][CH:2]1[CH2:7][CH2:6][N:5]([C:8]2[C:13]([N:14]3[CH2:19][CH2:18][N:17](C(OC(C)(C)C)=O)[CH2:16][CH2:15]3)=[CH:12][CH:11]=[CH:10][N:9]=2)[CH2:4][CH2:3]1.CO.[ClH:29].